From a dataset of Reaction yield outcomes from USPTO patents with 853,638 reactions. Predict the reaction yield, written as a fraction of the theoretical maximum amount of product (1.0 means a 100% yield; for example, 0.34 means a 34% yield). (1) The reactants are [CH:1]([O:4][C:5]([N:7]1[CH2:12][CH2:11][CH:10]([O:13][C:14]2[C:19]([O:20][CH3:21])=[C:18]([NH:22][C:23]3[C:24]([CH3:30])=[N:25][C:26]([Br:29])=[CH:27][CH:28]=3)[N:17]=[CH:16][N:15]=2)[CH2:9][CH2:8]1)=[O:6])([CH3:3])[CH3:2].[CH3:31][C:32]([O:35][C:36](O[C:36]([O:35][C:32]([CH3:34])([CH3:33])[CH3:31])=[O:37])=[O:37])([CH3:34])[CH3:33]. The catalyst is C1COCC1.CN(C)C1C=CN=CC=1. The product is [CH:1]([O:4][C:5]([N:7]1[CH2:8][CH2:9][CH:10]([O:13][C:14]2[C:19]([O:20][CH3:21])=[C:18]([N:22]([C:23]3[C:24]([CH3:30])=[N:25][C:26]([Br:29])=[CH:27][CH:28]=3)[C:36]([O:35][C:32]([CH3:34])([CH3:33])[CH3:31])=[O:37])[N:17]=[CH:16][N:15]=2)[CH2:11][CH2:12]1)=[O:6])([CH3:3])[CH3:2]. The yield is 0.920. (2) The reactants are [N:1]1([C:7]2[CH:16]=[CH:15][CH:14]=[C:13]3[C:8]=2[CH:9]=[CH:10][C:11]([C:17]([F:20])([F:19])[F:18])=[N:12]3)[CH2:6][CH2:5][NH:4][CH2:3][CH2:2]1.[Br:21][C:22]1[C:23]([OH:32])=[C:24]([CH2:29][CH:30]=O)[C:25]([F:28])=[CH:26][CH:27]=1.[O-]S([O-])(=O)=O.[Na+].[Na+].C(O[BH-](OC(=O)C)OC(=O)C)(=O)C.[Na+].[NH4+].[Cl-]. The catalyst is C(Cl)Cl. The product is [Br:21][C:22]1[C:23]([OH:32])=[C:24]([CH2:29][CH2:30][N:4]2[CH2:5][CH2:6][N:1]([C:7]3[CH:16]=[CH:15][CH:14]=[C:13]4[C:8]=3[CH:9]=[CH:10][C:11]([C:17]([F:20])([F:18])[F:19])=[N:12]4)[CH2:2][CH2:3]2)[C:25]([F:28])=[CH:26][CH:27]=1. The yield is 0.600. (3) The reactants are S(S([O-])=O)([O-])=O.[Na+].[Na+].[CH2:9]([O:16][C:17]1[CH:22]=[C:21]([N+:23]([O-])=O)[CH:20]=[CH:19][C:18]=1[O:26][CH3:27])[C:10]1[CH:15]=[CH:14][CH:13]=[CH:12][CH:11]=1.N. The catalyst is CO. The product is [CH2:9]([O:16][C:17]1[CH:22]=[C:21]([NH2:23])[CH:20]=[CH:19][C:18]=1[O:26][CH3:27])[C:10]1[CH:11]=[CH:12][CH:13]=[CH:14][CH:15]=1. The yield is 0.350. (4) The reactants are [NH2:1][C@@H:2]([CH:44]([CH3:46])[CH3:45])[C:3]([N:5]1[CH2:9][CH2:8][CH2:7][C@H:6]1[C:10]1[NH:11][C:12]([C:15]2[CH:20]=[CH:19][C:18]([C:21]3[CH:26]=[CH:25][C:24]([C:27]4[NH:31][C:30]([C@@H:32]5[CH2:36][CH2:35][CH2:34][N:33]5[C:37]([O:39][C:40]([CH3:43])([CH3:42])[CH3:41])=[O:38])=[N:29][CH:28]=4)=[CH:23][CH:22]=3)=[CH:17][CH:16]=2)=[CH:13][N:14]=1)=[O:4].Br[C:48]1[N:53]=[CH:52][CH:51]=[CH:50][N:49]=1.CCN(C(C)C)C(C)C. The catalyst is C1(C)C=CC=CC=1.CS(C)=O. The product is [CH3:45][CH:44]([CH3:46])[C@H:2]([NH:1][C:48]1[N:53]=[CH:52][CH:51]=[CH:50][N:49]=1)[C:3]([N:5]1[CH2:9][CH2:8][CH2:7][C@H:6]1[C:10]1[NH:11][C:12]([C:15]2[CH:20]=[CH:19][C:18]([C:21]3[CH:22]=[CH:23][C:24]([C:27]4[NH:31][C:30]([C@@H:32]5[CH2:36][CH2:35][CH2:34][N:33]5[C:37]([O:39][C:40]([CH3:41])([CH3:43])[CH3:42])=[O:38])=[N:29][CH:28]=4)=[CH:25][CH:26]=3)=[CH:17][CH:16]=2)=[CH:13][N:14]=1)=[O:4]. The yield is 0.740. (5) The reactants are [C:1]([C:3]1[CH:4]=[C:5](B(O)O)[CH:6]=[CH:7][CH:8]=1)#[N:2].Br[C:13]1[CH:18]=[CH:17][CH:16]=[CH:15][CH:14]=1.C(=O)([O-])[O-].[Cs+].[Cs+].C(OCC)(=O)C. The catalyst is CN(C)C=O.C1C=CC([P]([Pd]([P](C2C=CC=CC=2)(C2C=CC=CC=2)C2C=CC=CC=2)([P](C2C=CC=CC=2)(C2C=CC=CC=2)C2C=CC=CC=2)[P](C2C=CC=CC=2)(C2C=CC=CC=2)C2C=CC=CC=2)(C2C=CC=CC=2)C2C=CC=CC=2)=CC=1.O. The product is [C:5]1([C:13]2[CH:18]=[CH:17][CH:16]=[CH:15][CH:14]=2)[CH:6]=[CH:7][CH:8]=[C:3]([C:1]#[N:2])[CH:4]=1. The yield is 0.670. (6) The reactants are [OH:1][C:2]1[CH:7]=[C:6]([OH:8])[N:5]=[C:4]([CH3:9])[N:3]=1.[N+:10]([O-])([OH:12])=[O:11]. No catalyst specified. The product is [OH:1][C:2]1[C:7]([N+:10]([O-:12])=[O:11])=[C:6]([OH:8])[N:5]=[C:4]([CH3:9])[N:3]=1. The yield is 0.150.